From a dataset of Forward reaction prediction with 1.9M reactions from USPTO patents (1976-2016). Predict the product of the given reaction. Given the reactants [CH2:1]([C:8]1[CH:9]=[C:10]([C:14](=[O:16])[CH3:15])[CH:11]=[CH:12][CH:13]=1)[C:2]1[CH:7]=[CH:6][CH:5]=[CH:4][CH:3]=1.[H-].[Na+].C[O:20][C:21]([C:23]1[CH:28]=[C:27]([O:29][CH3:30])[CH:26]=[CH:25][N:24]=1)=O, predict the reaction product. The product is: [CH2:1]([C:8]1[CH:9]=[C:10]([C:14](=[O:16])[CH2:15][C:21]([C:23]2[CH:28]=[C:27]([O:29][CH3:30])[CH:26]=[CH:25][N:24]=2)=[O:20])[CH:11]=[CH:12][CH:13]=1)[C:2]1[CH:3]=[CH:4][CH:5]=[CH:6][CH:7]=1.